Predict the reaction yield, written as a fraction of the theoretical maximum amount of product (1.0 means a 100% yield; for example, 0.34 means a 34% yield). From a dataset of Reaction yield outcomes from USPTO patents with 853,638 reactions. (1) The reactants are [Br:1][C:2]1[CH:7]=[C:6]([S:8]([CH3:11])(=[O:10])=[O:9])[CH:5]=[CH:4][C:3]=1[OH:12].Cl[CH2:14][CH:15]1[CH2:17][CH2:16]1.C([O-])([O-])=O.[K+].[K+]. The catalyst is CC(C)=O. The product is [Br:1][C:2]1[CH:7]=[C:6]([S:8]([CH3:11])(=[O:9])=[O:10])[CH:5]=[CH:4][C:3]=1[O:12][CH2:14][CH:15]1[CH2:17][CH2:16]1. The yield is 0.286. (2) The catalyst is C(O)(=O)C. The yield is 0.580. The product is [F:20][C:15]1[CH:16]=[N:17][CH:18]=[CH:19][C:14]=1[C:5]1[CH:4]=[C:3]2[N:21]=[C:22]([C:24]3[N:28]([CH3:29])[CH:27]=[N:26][CH:25]=3)[NH:1][C:2]2=[N:7][C:6]=1[C:8]1[CH:9]=[N:10][CH:11]=[CH:12][CH:13]=1. The reactants are [NH2:1][C:2]1[N:7]=[C:6]([C:8]2[CH:9]=[N:10][CH:11]=[CH:12][CH:13]=2)[C:5]([C:14]2[CH:19]=[CH:18][N:17]=[CH:16][C:15]=2[F:20])=[CH:4][C:3]=1[NH:21][C:22]([C:24]1[N:28]([CH3:29])[CH:27]=[N:26][CH:25]=1)=O. (3) The reactants are [Br:1][C:2]1[CH:11]=[CH:10][C:5]([C:6]([O:8]C)=O)=[C:4]([CH2:12]Br)[CH:3]=1.[CH:14]1([NH2:17])[CH2:16][CH2:15]1.C(=O)([O-])[O-].[K+].[K+]. The catalyst is C(O)C. The product is [Br:1][C:2]1[CH:3]=[C:4]2[C:5](=[CH:10][CH:11]=1)[C:6](=[O:8])[N:17]([CH:14]1[CH2:16][CH2:15]1)[CH2:12]2. The yield is 0.940. (4) The reactants are Cl[C:2]1[N:7]=[C:6]([NH:8][C:9]2[CH:13]=[C:12]([CH3:14])[NH:11][N:10]=2)[CH:5]=[C:4]([CH3:15])[N:3]=1.[N:16]1[CH:21]=[CH:20][CH:19]=[CH:18][C:17]=1[C:22]1[CH:26]=[C:25]([CH:27]2[CH2:30][CH2:29][NH:28]2)[O:24][N:23]=1.C(N(C(C)C)CC)(C)C. The catalyst is C(O)CCCCC. The product is [CH3:15][C:4]1[N:3]=[C:2]([N:28]2[CH2:29][CH2:30][CH:27]2[C:25]2[O:24][N:23]=[C:22]([C:17]3[CH:18]=[CH:19][CH:20]=[CH:21][N:16]=3)[CH:26]=2)[N:7]=[C:6]([NH:8][C:9]2[CH:13]=[C:12]([CH3:14])[NH:11][N:10]=2)[CH:5]=1. The yield is 0.200. (5) The reactants are CN(CC1N(C[C@H]2CCCNC2)C2C=CC=CC=2N=1)[C@@H]1C2N=CC=CC=2CCC1.[CH3:30][N:31]([CH2:42][C:43]1[N:47]([CH2:48][C@@H:49]2[CH2:54][CH2:53][CH2:52][N:51]([CH2:55][CH2:56][CH:57]([CH3:59])[CH3:58])[CH2:50]2)[C:46]2[CH:60]=[CH:61][CH:62]=[CH:63][C:45]=2[N:44]=1)[C@H:32]1[C:41]2[N:40]=[CH:39][CH:38]=[CH:37][C:36]=2[CH2:35][CH2:34][CH2:33]1. No catalyst specified. The product is [CH3:30][N:31]([CH2:42][C:43]1[N:47]([CH2:48][C@H:49]2[CH2:54][CH2:53][CH2:52][N:51]([CH2:55][CH2:56][CH:57]([CH3:59])[CH3:58])[CH2:50]2)[C:46]2[CH:60]=[CH:61][CH:62]=[CH:63][C:45]=2[N:44]=1)[C@@H:32]1[C:41]2[N:40]=[CH:39][CH:38]=[CH:37][C:36]=2[CH2:35][CH2:34][CH2:33]1. The yield is 0.830.